Dataset: NCI-60 drug combinations with 297,098 pairs across 59 cell lines. Task: Regression. Given two drug SMILES strings and cell line genomic features, predict the synergy score measuring deviation from expected non-interaction effect. (1) Drug 1: CC12CCC(CC1=CCC3C2CCC4(C3CC=C4C5=CN=CC=C5)C)O. Drug 2: C1CCN(CC1)CCOC2=CC=C(C=C2)C(=O)C3=C(SC4=C3C=CC(=C4)O)C5=CC=C(C=C5)O. Cell line: BT-549. Synergy scores: CSS=9.31, Synergy_ZIP=2.62, Synergy_Bliss=9.50, Synergy_Loewe=7.46, Synergy_HSA=8.02. (2) Drug 1: CC1C(C(CC(O1)OC2CC(CC3=C2C(=C4C(=C3O)C(=O)C5=C(C4=O)C(=CC=C5)OC)O)(C(=O)C)O)N)O.Cl. Drug 2: C1CC(C1)(C(=O)O)C(=O)O.[NH2-].[NH2-].[Pt+2]. Cell line: PC-3. Synergy scores: CSS=29.5, Synergy_ZIP=-1.79, Synergy_Bliss=-1.58, Synergy_Loewe=1.16, Synergy_HSA=1.48.